Dataset: Forward reaction prediction with 1.9M reactions from USPTO patents (1976-2016). Task: Predict the product of the given reaction. (1) Given the reactants [N:1]([CH:4]1[C:16]2[C:8](=[CH:9][CH:10]=[C:11]3[C:15]=2[N:14]([CH2:17][C@@H:18]([NH:20]C(=O)OCC2C=CC=CC=2)[CH3:19])[N:13]=[CH:12]3)[O:7][CH2:6][CH:5]1Br)=[N+]=[N-].C[OH:33], predict the reaction product. The product is: [NH2:1][CH:4]1[C:16]2[C:8](=[CH:9][CH:10]=[C:11]3[C:15]=2[N:14]([CH2:17][C@@H:18]([NH2:20])[CH3:19])[N:13]=[CH:12]3)[O:7][CH2:6][CH:5]1[OH:33]. (2) Given the reactants [C:1]1([CH3:17])[CH:6]=[CH:5][CH:4]=[CH:3][C:2]=1[N:7]1[CH:11]=[N:10][C:9]([C:12]([O:14]CC)=[O:13])=[N:8]1.[Li+].[OH-].CO.Cl, predict the reaction product. The product is: [C:1]1([CH3:17])[CH:6]=[CH:5][CH:4]=[CH:3][C:2]=1[N:7]1[CH:11]=[N:10][C:9]([C:12]([OH:14])=[O:13])=[N:8]1. (3) Given the reactants O.[NH2:2][NH2:3].[IH:4].CS[C:7]1[NH:8][CH2:9][CH2:10][CH2:11][CH2:12][N:13]=1.CCOCC, predict the reaction product. The product is: [IH:4].[NH:13]1[CH2:12][CH2:11][CH2:10][CH2:9][NH:8][C:7]1=[N:2][NH2:3]. (4) The product is: [CH3:1][C:2]1[C:7]([CH3:8])=[CH:6][C:5]2[NH:9][C:14]([CH:13]([OH:17])[C:12]([F:19])([F:18])[F:11])=[N:10][C:4]=2[CH:3]=1. Given the reactants [CH3:1][C:2]1[CH:3]=[C:4]([NH2:10])[C:5]([NH2:9])=[CH:6][C:7]=1[CH3:8].[F:11][C:12]([F:19])([F:18])[CH:13]([OH:17])[C:14](O)=O.Cl.C(=O)(O)[O-].[Na+], predict the reaction product.